Dataset: Catalyst prediction with 721,799 reactions and 888 catalyst types from USPTO. Task: Predict which catalyst facilitates the given reaction. (1) Reactant: [F-].[K+].[N+:3]([C:6]1[CH:11]=[C:10]([N+:12]([O-:14])=[O:13])[CH:9]=[CH:8][C:7]=1Cl)([O-:5])=[O:4].[SH:16][CH2:17][CH2:18][OH:19].C(=O)([O-])[O-].[K+].[K+]. Product: [N+:3]([C:6]1[CH:11]=[C:10]([N+:12]([O-:14])=[O:13])[CH:9]=[CH:8][C:7]=1[S:16][CH2:17][CH2:18][OH:19])([O-:5])=[O:4]. The catalyst class is: 9. (2) Reactant: [C:1]([O:6][CH3:7])(=[O:5])[C@@H:2]([CH3:4])O.N1C(C)=CC=CC=1C.FC(F)(F)S(O)(=O)=O.[F:24][C:25]1[C:31]([F:32])=[C:30]([F:33])[CH:29]=[CH:28][C:26]=1[NH2:27].Cl. Product: [F:24][C:25]1[C:31]([F:32])=[C:30]([F:33])[CH:29]=[CH:28][C:26]=1[NH:27][C@@H:2]([CH3:4])[C:1]([O:6][CH3:7])=[O:5]. The catalyst class is: 4. (3) Reactant: [F:1][CH:2]([F:17])[O:3][C:4]1[CH:9]=[C:8]([N+:10]([O-])=O)[CH:7]=[C:6]([S:13]([CH3:16])(=[O:15])=[O:14])[CH:5]=1. Product: [F:17][CH:2]([F:1])[O:3][C:4]1[CH:9]=[C:8]([NH2:10])[CH:7]=[C:6]([S:13]([CH3:16])(=[O:15])=[O:14])[CH:5]=1. The catalyst class is: 604. (4) Reactant: Cl.[CH3:2][NH:3][O:4][CH3:5].C1C=CC2N(O)N=NC=2C=1.CCN=C=NCCCN(C)C.Cl.CN1CCOCC1.[F:35][C:36]1[CH:41]=[C:40]([C:42]([OH:44])=O)[CH:39]=[CH:38][N:37]=1.Cl. Product: [F:35][C:36]1[CH:41]=[C:40]([C:42]([N:3]([O:4][CH3:5])[CH3:2])=[O:44])[CH:39]=[CH:38][N:37]=1. The catalyst class is: 4. (5) Reactant: [OH:1][C:2]1[N:7]=[CH:6][C:5]([S:8]([CH2:11][CH:12]2[CH2:17][CH2:16][N:15]([C:18]([O:20][C:21]([CH3:24])([CH3:23])[CH3:22])=[O:19])[CH2:14][CH2:13]2)(=[O:10])=[O:9])=[CH:4][CH:3]=1.C([O-])([O-])=O.[K+].[K+].[F:31][C:32]([F:40])(S(F)(=O)=O)C(O)=O. The catalyst class is: 23. Product: [F:31][CH:32]([F:40])[O:1][C:2]1[N:7]=[CH:6][C:5]([S:8]([CH2:11][CH:12]2[CH2:13][CH2:14][N:15]([C:18]([O:20][C:21]([CH3:24])([CH3:23])[CH3:22])=[O:19])[CH2:16][CH2:17]2)(=[O:10])=[O:9])=[CH:4][CH:3]=1. (6) Reactant: [CH3:1][C:2]1([CH3:24])[O:6]/[C:5](=[C:7]2/[C:8](=[O:17])[NH:9][C:10]3[C:15]/2=[CH:14][CH:13]=[C:12](I)[CH:11]=3)/[CH:4]=[C:3]1[N:18]1[CH2:23][CH2:22][O:21][CH2:20][CH2:19]1.[C:25]([O:34][CH3:35])(=[O:33])[C:26]1[C:27](=[CH:29][CH:30]=[CH:31][CH:32]=1)[SH:28].C(Cl)Cl.C(=O)([O-])[O-].[Cs+].[Cs+]. Product: [CH3:1][C:2]1([CH3:24])[O:6]/[C:5](=[C:7]2/[C:8](=[O:17])[NH:9][C:10]3[C:15]/2=[CH:14][CH:13]=[C:12]([S:28][C:27]2[CH:29]=[CH:30][CH:31]=[CH:32][C:26]=2[C:25]([O:34][CH3:35])=[O:33])[CH:11]=3)/[CH:4]=[C:3]1[N:18]1[CH2:23][CH2:22][O:21][CH2:20][CH2:19]1. The catalyst class is: 431. (7) Reactant: [C:1]([O:5][C:6](=[O:28])[C:7]1[CH:12]=[CH:11][C:10]([NH:13][CH:14]([C:18]2[CH:23]=[CH:22][C:21]([C:24]([CH3:27])([CH3:26])[CH3:25])=[CH:20][CH:19]=2)[C:15]([OH:17])=O)=[CH:9][CH:8]=1)([CH3:4])([CH3:3])[CH3:2].C1C=CC2N(O)N=NC=2C=1.CCN=C=NCCCN(C)C.[I:50][C:51]1[CH:57]=[CH:56][C:54]([NH2:55])=[CH:53][CH:52]=1.CCN(C(C)C)C(C)C. Product: [C:1]([O:5][C:6](=[O:28])[C:7]1[CH:12]=[CH:11][C:10]([NH:13][CH:14]([C:18]2[CH:23]=[CH:22][C:21]([C:24]([CH3:25])([CH3:27])[CH3:26])=[CH:20][CH:19]=2)[C:15](=[O:17])[NH:55][C:54]2[CH:56]=[CH:57][C:51]([I:50])=[CH:52][CH:53]=2)=[CH:9][CH:8]=1)([CH3:3])([CH3:4])[CH3:2]. The catalyst class is: 384.